Predict the reactants needed to synthesize the given product. From a dataset of Full USPTO retrosynthesis dataset with 1.9M reactions from patents (1976-2016). Given the product [F:38][C:2]([F:1])([F:37])[C:3]1[CH:4]=[C:5]([C@H:13]2[O:17][C:16](=[O:18])[N:15]([CH2:19][C:20]3[CH:25]=[C:24]([O:26][C:27]([F:28])([F:29])[F:30])[CH:23]=[CH:22][C:21]=3[N:31]([CH2:32][CH:33]([CH3:34])[CH3:35])[S:40]([CH3:39])(=[O:42])=[O:41])[C@H:14]2[CH3:36])[CH:6]=[C:7]([C:9]([F:11])([F:10])[F:12])[CH:8]=1, predict the reactants needed to synthesize it. The reactants are: [F:1][C:2]([F:38])([F:37])[C:3]1[CH:4]=[C:5]([C@H:13]2[O:17][C:16](=[O:18])[N:15]([CH2:19][C:20]3[CH:25]=[C:24]([O:26][C:27]([F:30])([F:29])[F:28])[CH:23]=[CH:22][C:21]=3[NH:31][CH2:32][CH:33]([CH3:35])[CH3:34])[C@H:14]2[CH3:36])[CH:6]=[C:7]([C:9]([F:12])([F:11])[F:10])[CH:8]=1.[CH3:39][S:40](Cl)(=[O:42])=[O:41].